Dataset: Reaction yield outcomes from USPTO patents with 853,638 reactions. Task: Predict the reaction yield, written as a fraction of the theoretical maximum amount of product (1.0 means a 100% yield; for example, 0.34 means a 34% yield). (1) The reactants are [Cl:1][C:2]1[N:7]=[C:6](Cl)[CH:5]=[C:4]([CH3:9])[N:3]=1.C([O-])([O-])=O.[Na+].[Na+].[NH:16]1[C:24]2[C:19](=[CH:20][C:21]([NH2:25])=[CH:22][CH:23]=2)[CH:18]=[N:17]1. The catalyst is CCO. The product is [Cl:1][C:2]1[N:7]=[C:6]([NH:25][C:21]2[CH:20]=[C:19]3[C:24](=[CH:23][CH:22]=2)[NH:16][N:17]=[CH:18]3)[CH:5]=[C:4]([CH3:9])[N:3]=1. The yield is 0.250. (2) The reactants are [CH2:1]([O:8][C:9]1[CH:14]=[N:13][NH:12][C:11](=[O:15])[CH:10]=1)[C:2]1[CH:7]=[CH:6][CH:5]=[CH:4][CH:3]=1.Br[C:17]1[CH:25]=[C:24]2[C:20]([C:21]3[CH2:30][CH2:29][N:28]([C:31]([O:33][C:34]([CH3:37])([CH3:36])[CH3:35])=[O:32])[CH2:27][C:22]=3[N:23]2[CH3:26])=[CH:19][CH:18]=1. No catalyst specified. The product is [CH2:1]([O:8][C:9]1[CH:14]=[N:13][N:12]([C:17]2[CH:25]=[C:24]3[C:20]([C:21]4[CH2:30][CH2:29][N:28]([C:31]([O:33][C:34]([CH3:37])([CH3:36])[CH3:35])=[O:32])[CH2:27][C:22]=4[N:23]3[CH3:26])=[CH:19][CH:18]=2)[C:11](=[O:15])[CH:10]=1)[C:2]1[CH:7]=[CH:6][CH:5]=[CH:4][CH:3]=1. The yield is 0.280. (3) The reactants are CS(O[CH2:6][CH2:7][C@@H:8]([NH:17][C:18]([O:20][C:21]([CH3:24])([CH3:23])[CH3:22])=[O:19])[C:9]1[CH:14]=[CH:13][C:12]([Cl:15])=[C:11]([Cl:16])[CH:10]=1)(=O)=O.[Na+].[I-:26].O. The catalyst is C1COCC1.CC(C)=O. The product is [Cl:16][C:11]1[CH:10]=[C:9]([C@H:8]([NH:17][C:18](=[O:19])[O:20][C:21]([CH3:24])([CH3:23])[CH3:22])[CH2:7][CH2:6][I:26])[CH:14]=[CH:13][C:12]=1[Cl:15]. The yield is 1.00.